From a dataset of Forward reaction prediction with 1.9M reactions from USPTO patents (1976-2016). Predict the product of the given reaction. (1) Given the reactants [S:1]1[C:5]([C:6]([OH:8])=O)=[CH:4][C:3]2[CH:9]=[CH:10][CH:11]=[CH:12][C:2]1=2.[NH2:13][C:14]1[CH:15]=[CH:16][C:17]([N:22]2[CH2:27][CH2:26][CH2:25][CH2:24][CH2:23]2)=[C:18]([CH:21]=1)[C:19]#[N:20], predict the reaction product. The product is: [C:19]([C:18]1[CH:21]=[C:14]([NH:13][C:6]([C:5]2[S:1][C:2]3[CH:12]=[CH:11][CH:10]=[CH:9][C:3]=3[CH:4]=2)=[O:8])[CH:15]=[CH:16][C:17]=1[N:22]1[CH2:27][CH2:26][CH2:25][CH2:24][CH2:23]1)#[N:20]. (2) The product is: [Cl:17][CH2:13][C:12]1[O:11][CH:10]=[N:9][C:8]=1[C:5]1[CH:6]=[CH:7][C:2]([F:1])=[CH:3][CH:4]=1. Given the reactants [F:1][C:2]1[CH:7]=[CH:6][C:5]([C:8]2[N:9]=[CH:10][O:11][C:12]=2[CH2:13]O)=[CH:4][CH:3]=1.P(Cl)(Cl)([Cl:17])=O, predict the reaction product. (3) Given the reactants [CH:1]1([C:4]([N:6]2[CH2:10][CH2:9][C@@H:8]([CH2:11][NH:12][C:13]3[C:14]([N+:21]([O-])=O)=[C:15]([CH:18]=[CH:19][CH:20]=3)[C:16]#[N:17])[CH2:7]2)=[O:5])[CH2:3][CH2:2]1, predict the reaction product. The product is: [NH2:21][C:14]1[C:13]([NH:12][CH2:11][C@@H:8]2[CH2:9][CH2:10][N:6]([C:4]([CH:1]3[CH2:3][CH2:2]3)=[O:5])[CH2:7]2)=[CH:20][CH:19]=[CH:18][C:15]=1[C:16]#[N:17]. (4) Given the reactants Br[C:2]1[CH:3]=[C:4]([NH:10][C:11]2[CH:16]=[CH:15][C:14]([N:17]3[CH2:22][CH2:21][N:20]([CH3:23])[C@H:19]([CH3:24])[CH2:18]3)=[CH:13][N:12]=2)[C:5](=[O:9])[N:6]([CH3:8])[CH:7]=1.[C:25]([O:28][CH2:29][C:30]1[C:35](B2OC(C)(C)C(C)(C)O2)=[CH:34][C:33]([F:45])=[CH:32][C:31]=1[N:46]1[CH2:58][CH2:57][N:49]2[C:50]3[CH2:51][CH2:52][CH2:53][CH2:54][C:55]=3[CH:56]=[C:48]2[C:47]1=[O:59])(=[O:27])[CH3:26].CC([O-])=O.[Na+].[O-]P([O-])([O-])=O.[K+].[K+].[K+], predict the reaction product. The product is: [C:25]([O:28][CH2:29][C:30]1[C:31]([N:46]2[CH2:58][CH2:57][N:49]3[C:50]4[CH2:51][CH2:52][CH2:53][CH2:54][C:55]=4[CH:56]=[C:48]3[C:47]2=[O:59])=[CH:32][C:33]([F:45])=[CH:34][C:35]=1[C:2]1[CH:3]=[C:4]([NH:10][C:11]2[CH:16]=[CH:15][C:14]([N:17]3[CH2:22][CH2:21][N:20]([CH3:23])[C@H:19]([CH3:24])[CH2:18]3)=[CH:13][N:12]=2)[C:5](=[O:9])[N:6]([CH3:8])[CH:7]=1)(=[O:27])[CH3:26].